Task: Predict the product of the given reaction.. Dataset: Forward reaction prediction with 1.9M reactions from USPTO patents (1976-2016) (1) The product is: [CH3:1][N:2]1[C:7]([C:8]([F:9])([F:10])[F:11])=[CH:6][C:5](=[O:12])[N:4]([C:13]2[CH:14]=[CH:15][C:16]3[S:20][N:19]=[C:18]([CH:21]4[S:25][CH2:26][CH2:27][CH2:28][O:22]4)[C:17]=3[CH:23]=2)[C:3]1=[O:24]. Given the reactants [CH3:1][N:2]1[C:7]([C:8]([F:11])([F:10])[F:9])=[CH:6][C:5](=[O:12])[N:4]([C:13]2[CH:14]=[CH:15][C:16]3[S:20][N:19]=[C:18]([CH:21]=[O:22])[C:17]=3[CH:23]=2)[C:3]1=[O:24].[SH:25][CH2:26][CH2:27][CH2:28]O.[Bi](Cl)(Cl)Cl.C(#N)C, predict the reaction product. (2) Given the reactants [CH3:1][C:2]1([CH3:19])[C:6]([CH3:8])([CH3:7])[O:5][B:4]([C:9]2[CH:14]=[CH:13][C:12]([C:15]([OH:18])([CH3:17])[CH3:16])=[CH:11][CH:10]=2)[O:3]1.[C:20](C1C(=O)C(Cl)=C(Cl)C(=O)C=1C#N)#N, predict the reaction product. The product is: [CH3:20][O:18][C:15]([C:12]1[CH:11]=[CH:10][C:9]([B:4]2[O:3][C:2]([CH3:19])([CH3:1])[C:6]([CH3:7])([CH3:8])[O:5]2)=[CH:14][CH:13]=1)([CH3:17])[CH3:16]. (3) Given the reactants [F:1][C:2]1[CH:12]=[CH:11][C:5]([CH2:6][NH:7][CH2:8][CH2:9][OH:10])=[CH:4][CH:3]=1.C(N(CC)CC)C.[CH3:20][C:21]([Si:24](Cl)([CH3:26])[CH3:25])([CH3:23])[CH3:22], predict the reaction product. The product is: [C:21]([Si:24]([CH3:26])([CH3:25])[O:10][CH2:9][CH2:8][NH:7][CH2:6][C:5]1[CH:4]=[CH:3][C:2]([F:1])=[CH:12][CH:11]=1)([CH3:23])([CH3:22])[CH3:20].